This data is from Forward reaction prediction with 1.9M reactions from USPTO patents (1976-2016). The task is: Predict the product of the given reaction. (1) Given the reactants [CH2:1]([C@H:4]1[CH2:10][N:9]([CH:11]2[CH2:15][CH2:14][CH2:13][CH2:12]2)[C:8]2[N:16]=[C:17]([NH:20][C:21]3[CH:29]=[CH:28][C:24]([C:25](O)=[O:26])=[CH:23][C:22]=3[O:30][CH3:31])[N:18]=[CH:19][C:7]=2[N:6]([CH3:32])[C:5]1=[O:33])[CH:2]=[CH2:3].[CH3:34][N:35]1[CH2:40][CH2:39][CH2:38][C@H:37]([NH2:41])[CH2:36]1, predict the reaction product. The product is: [CH2:1]([C@H:4]1[CH2:10][N:9]([CH:11]2[CH2:12][CH2:13][CH2:14][CH2:15]2)[C:8]2[N:16]=[C:17]([NH:20][C:21]3[CH:29]=[CH:28][C:24]([C:25]([NH:41][C@H:37]4[CH2:38][CH2:39][CH2:40][N:35]([CH3:34])[CH2:36]4)=[O:26])=[CH:23][C:22]=3[O:30][CH3:31])[N:18]=[CH:19][C:7]=2[N:6]([CH3:32])[C:5]1=[O:33])[CH:2]=[CH2:3]. (2) The product is: [C:1]1([C:7]2[CH:8]=[C:9]([C:13]3([CH3:25])[CH2:18][CH:17]([CH3:19])[CH2:16][CH:15]([OH:20])[CH:14]3[C:21]([O:23][CH3:24])=[O:22])[CH:10]=[CH:11][CH:12]=2)[CH:2]=[CH:3][CH:4]=[CH:5][CH:6]=1. Given the reactants [C:1]1([C:7]2[CH:8]=[C:9]([C:13]3([CH3:25])[CH2:18][CH:17]([CH3:19])[CH2:16][C:15](=[O:20])[CH:14]3[C:21]([O:23][CH3:24])=[O:22])[CH:10]=[CH:11][CH:12]=2)[CH:6]=[CH:5][CH:4]=[CH:3][CH:2]=1.[BH4-].[Na+], predict the reaction product.